From a dataset of Full USPTO retrosynthesis dataset with 1.9M reactions from patents (1976-2016). Predict the reactants needed to synthesize the given product. Given the product [Cl:1][C:2]1[CH:3]=[CH:4][C:5]([CH2:8][CH2:9][N:10]([CH2:21][C:22]2[CH:23]=[CH:24][C:25]([CH:28]3[CH2:31][CH2:30][CH2:29]3)=[CH:26][CH:27]=2)[C:11]([C:13]2[C:18]([NH:19][CH3:32])=[CH:17][CH:16]=[C:15]([CH3:20])[N:14]=2)=[O:12])=[CH:6][CH:7]=1, predict the reactants needed to synthesize it. The reactants are: [Cl:1][C:2]1[CH:7]=[CH:6][C:5]([CH2:8][CH2:9][N:10]([CH2:21][C:22]2[CH:27]=[CH:26][C:25]([CH:28]3[CH2:31][CH2:30][CH2:29]3)=[CH:24][CH:23]=2)[C:11]([C:13]2[C:18]([NH2:19])=[CH:17][CH:16]=[C:15]([CH3:20])[N:14]=2)=[O:12])=[CH:4][CH:3]=1.[CH2:32]=O.[BH4-].[Na+].